This data is from hERG potassium channel inhibition data for cardiac toxicity prediction from Karim et al.. The task is: Regression/Classification. Given a drug SMILES string, predict its toxicity properties. Task type varies by dataset: regression for continuous values (e.g., LD50, hERG inhibition percentage) or binary classification for toxic/non-toxic outcomes (e.g., AMES mutagenicity, cardiotoxicity, hepatotoxicity). Dataset: herg_karim. (1) The compound is C[C@H]1CN(Cc2nc(Nc3ccc(C(F)(F)F)nc3)c3ccc(-c4ncccc4C(F)(F)F)cc3n2)C[C@@H](C)O1. The result is 1 (blocker). (2) The molecule is N#Cc1ncccc1-c1ccc2c(c1)C1(COC(N)=N1)C1(COC1)C1(CCC1)O2. The result is 0 (non-blocker). (3) The result is 1 (blocker). The molecule is CN(C(=O)c1ccccc1Oc1ccccc1)[C@H]1CCNC1. (4) The compound is Cc1ncoc1-c1nnc(SCCCN2CC3CC3(c3ccccc3)C2)n1C. The result is 1 (blocker). (5) The compound is C[S+]([O-])c1ccc(-c2cnc3ccc(-c4cccc(S(=O)(=O)C5CC5)c4)nn23)cc1. The result is 1 (blocker). (6) The molecule is COc1cc(-c2cn(C3CCCCNC3=O)nn2)ccc1-n1cnc(C)c1. The result is 0 (non-blocker). (7) The compound is COc1ncccc1C(=O)N1CCC(NCc2cncn2Cc2ccc(C#N)cc2)C1. The result is 0 (non-blocker). (8) The result is 0 (non-blocker). The compound is C=CCNC1=C2C[C@@H](C)C[C@H](OC)[C@H](O)[C@@H](C)C=C(C)[C@H](OC(N)=O)[C@@H](OC)C=CC=C(C)C(=O)NC(=CC1=O)C2=O.